This data is from Forward reaction prediction with 1.9M reactions from USPTO patents (1976-2016). The task is: Predict the product of the given reaction. (1) Given the reactants [N+:1]([C:4]1[CH:5]=[C:6]([C:10]2[CH:15]=[CH:14][CH:13]=[CH:12][CH:11]=2)[CH:7]=[CH:8][CH:9]=1)([O-])=O, predict the reaction product. The product is: [C:6]1([C:10]2[CH:11]=[CH:12][CH:13]=[CH:14][CH:15]=2)[CH:7]=[CH:8][CH:9]=[C:4]([NH2:1])[CH:5]=1. (2) The product is: [F:1][C:2]1[CH:7]=[C:6]([N:8]2[CH2:12][C@H:11]([CH2:13][O:14][S:36]([CH3:35])(=[O:38])=[O:37])[O:10][C:9]2=[O:15])[CH:5]=[CH:4][C:3]=1[N:16]1[CH2:20][CH:19]2[CH2:21][C:22]3([CH2:27][CH:18]2[CH2:17]1)[O:26][CH2:25][CH2:24][O:23]3. Given the reactants [F:1][C:2]1[CH:7]=[C:6]([N:8]2[CH2:12][C@H:11]([CH2:13][OH:14])[O:10][C:9]2=[O:15])[CH:5]=[CH:4][C:3]=1[N:16]1[CH2:20][CH:19]2[CH2:21][C:22]3([CH2:27][CH:18]2[CH2:17]1)[O:26][CH2:25][CH2:24][O:23]3.C(N(CC)CC)C.[CH3:35][S:36](Cl)(=[O:38])=[O:37], predict the reaction product. (3) Given the reactants C1C=CC(P(C2C=CC=CC=2)C2C=CC=CC=2)=CC=1.CCOC(/N=N/C(OCC)=O)=O.[OH:32][CH2:33][C:34]([O:36][CH2:37][CH3:38])=[O:35].[CH3:39][C:40]([CH3:47])([CH3:46])[C:41](=O)[CH2:42][C:43]#[N:44], predict the reaction product. The product is: [C:43]([CH:42]=[C:41]([O:32][CH2:33][C:34]([O:36][CH2:37][CH3:38])=[O:35])[C:40]([CH3:47])([CH3:46])[CH3:39])#[N:44]. (4) The product is: [Br:1][C:2]1[S:3][C:4]([N:9]2[CH2:8][C:11]3([CH2:12][CH2:13][N:14]([C:17]([O:19][C:20]([CH3:23])([CH3:22])[CH3:21])=[O:18])[CH2:15][CH2:16]3)[CH2:10]2)=[N:5][N:6]=1. Given the reactants [Br:1][C:2]1[S:3][C:4](Br)=[N:5][N:6]=1.[CH2:8]1[C:11]2([CH2:16][CH2:15][N:14]([C:17]([O:19][C:20]([CH3:23])([CH3:22])[CH3:21])=[O:18])[CH2:13][CH2:12]2)[CH2:10][NH:9]1.CCN(C(C)C)C(C)C, predict the reaction product. (5) Given the reactants Br[C:2]1[N:6]2[C:7]3[CH:19]=[CH:18][CH:17]=[N:16][C:8]=3[NH:9][C:10]3[CH:15]=[CH:14][CH:13]=[CH:12][C:11]=3[C:5]2=[N:4][C:3]=1[C:20]1[CH:25]=[CH:24][CH:23]=[CH:22][CH:21]=1.C(O)C.C(=O)(O)[O-].[Na+].CC1(C)C(C)(C)OB([C:42]2[CH:47]=[CH:46][C:45]([C:48]3([NH:52][C:53](=[O:59])[O:54][C:55]([CH3:58])([CH3:57])[CH3:56])[CH2:51][CH2:50][CH2:49]3)=[CH:44][CH:43]=2)O1, predict the reaction product. The product is: [C:20]1([C:3]2[N:4]=[C:5]3[C:11]4[CH:12]=[CH:13][CH:14]=[CH:15][C:10]=4[NH:9][C:8]4[N:16]=[CH:17][CH:18]=[CH:19][C:7]=4[N:6]3[C:2]=2[C:42]2[CH:43]=[CH:44][C:45]([C:48]3([NH:52][C:53](=[O:59])[O:54][C:55]([CH3:58])([CH3:56])[CH3:57])[CH2:51][CH2:50][CH2:49]3)=[CH:46][CH:47]=2)[CH:21]=[CH:22][CH:23]=[CH:24][CH:25]=1. (6) The product is: [CH:1]1([S:6]([C:7]2[CH:12]=[CH:11][CH:10]=[C:9]([I:13])[CH:8]=2)(=[O:19])=[O:25])[CH2:5][CH2:4][CH2:3][CH2:2]1. Given the reactants [CH:1]1([S:6][C:7]2[CH:12]=[CH:11][CH:10]=[C:9]([I:13])[CH:8]=2)[CH2:5][CH2:4][CH2:3][CH2:2]1.ClC1C=C(C=CC=1)C(OO)=[O:19].[OH2:25], predict the reaction product.